Dataset: Blood-brain barrier permeability classification from the B3DB database. Task: Regression/Classification. Given a drug SMILES string, predict its absorption, distribution, metabolism, or excretion properties. Task type varies by dataset: regression for continuous measurements (e.g., permeability, clearance, half-life) or binary classification for categorical outcomes (e.g., BBB penetration, CYP inhibition). Dataset: b3db_classification. (1) The drug is COCC1=C(C(=O)O)N2C(=O)[C@@H](NC(=O)/C(=N/O)c3csc(N)n3)[C@H]2SC1. The result is 0 (does not penetrate BBB). (2) The molecule is O=C(OCC(Cl)(Cl)Cl)OCC(Cl)(Cl)Cl. The result is 1 (penetrates BBB). (3) The compound is CC1C2Cc3ccc(O)cc3C1(C)CCN2C. The result is 1 (penetrates BBB). (4) The compound is CCCN(CCC)[C@H]1Cc2cccc3cc(O)cc(c23)C1. The result is 1 (penetrates BBB). (5) The result is 1 (penetrates BBB). The compound is C[C@@H](CCN1CCN(c2ccc(F)cc2)CC1)NC(=O)c1cccnc1. (6) The molecule is Fc1ccc(Cn2c([C@@H]3CCCNC3)nc3ccccc32)cc1. The result is 1 (penetrates BBB). (7) The compound is CO/N=C(/C(=O)NC1C(=O)N2C(C(=O)O)=C(CSc3nnnn3C)CSC12)c1csc(N)n1. The result is 0 (does not penetrate BBB).